This data is from Forward reaction prediction with 1.9M reactions from USPTO patents (1976-2016). The task is: Predict the product of the given reaction. (1) Given the reactants [Cl:1][C:2]1[N:7]=[C:6]([C:8]([O:10][CH3:11])=[O:9])[CH:5]=[C:4](Cl)[N:3]=1.[CH3:13][C@@H:14]1[NH:19][CH2:18][CH2:17][O:16][CH2:15]1.CCN(C(C)C)C(C)C.[N-]=C=O, predict the reaction product. The product is: [Cl:1][C:2]1[N:7]=[C:6]([C:8]([O:10][CH3:11])=[O:9])[CH:5]=[C:4]([N:19]2[CH2:18][CH2:17][O:16][CH2:15][C@@H:14]2[CH3:13])[N:3]=1. (2) Given the reactants [NH2:1][C:2]1[CH:3]=[CH:4][C:5]2[C:11]([CH3:13])([CH3:12])[CH2:10][CH2:9][C:8](=[O:14])[N:7]([CH2:15][CH3:16])[C:6]=2[CH:17]=1.Cl[C:19]1[N:24]=[C:23]([NH:25][C:26]2[CH:31]=[CH:30][CH:29]=[CH:28][C:27]=2[S:32]([CH:35]([CH3:37])[CH3:36])(=[O:34])=[O:33])[C:22]([Cl:38])=[CH:21][N:20]=1, predict the reaction product. The product is: [Cl:38][C:22]1[C:23]([NH:25][C:26]2[CH:31]=[CH:30][CH:29]=[CH:28][C:27]=2[S:32]([CH:35]([CH3:37])[CH3:36])(=[O:34])=[O:33])=[N:24][C:19]([NH:1][C:2]2[CH:3]=[CH:4][C:5]3[C:11]([CH3:12])([CH3:13])[CH2:10][CH2:9][C:8](=[O:14])[N:7]([CH2:15][CH3:16])[C:6]=3[CH:17]=2)=[N:20][CH:21]=1. (3) The product is: [CH3:11][O:12][C:13]([C:15]1[C:19]([NH:20][C:8](=[O:10])[C:5]2[CH:6]=[CH:7][C:2]([CH3:1])=[CH:3][CH:4]=2)=[CH:18][NH:17][N:16]=1)=[O:14]. Given the reactants [CH3:1][C:2]1[CH:3]=[CH:4][C:5]([C:8]([OH:10])=O)=[CH:6][CH:7]=1.[CH3:11][O:12][C:13]([C:15]1[C:19]([NH2:20])=[CH:18][NH:17][N:16]=1)=[O:14].C(Cl)CCl.C1C=CC2N(O)N=NC=2C=1, predict the reaction product. (4) Given the reactants [N:1]1[CH:6]=[CH:5][CH:4]=[CH:3][C:2]=1[S:7][CH2:8][CH2:9][NH:10][C:11]([C:13]1[C:17]([NH:18][C:19]([C:21]2[CH:26]=[CH:25][CH:24]=[CH:23][N:22]=2)=[O:20])=[CH:16][N:15](C2CCCCO2)[N:14]=1)=[O:12].O.C1(C)C=CC(S(O)(=O)=O)=CC=1.C(=O)([O-])O.[Na+], predict the reaction product. The product is: [N:1]1[CH:6]=[CH:5][CH:4]=[CH:3][C:2]=1[S:7][CH2:8][CH2:9][NH:10][C:11]([C:13]1[C:17]([NH:18][C:19]([C:21]2[CH:26]=[CH:25][CH:24]=[CH:23][N:22]=2)=[O:20])=[CH:16][NH:15][N:14]=1)=[O:12]. (5) Given the reactants [CH3:1][N:2]([CH2:6][CH2:7]Cl)[CH2:3][CH2:4]Cl.Cl.[Cl:10][C:11]1[CH:16]=[CH:15][C:14]([CH2:17][C:18]#[N:19])=[CH:13][CH:12]=1.[H-].[Na+], predict the reaction product. The product is: [CH3:1][N:2]1[CH2:3][CH2:4][C:17]([C:14]2[CH:15]=[CH:16][C:11]([Cl:10])=[CH:12][CH:13]=2)([C:18]#[N:19])[CH2:7][CH2:6]1.